This data is from Experimentally validated miRNA-target interactions with 360,000+ pairs, plus equal number of negative samples. The task is: Binary Classification. Given a miRNA mature sequence and a target amino acid sequence, predict their likelihood of interaction. (1) The miRNA is mmu-miR-214-3p with sequence ACAGCAGGCACAGACAGGCAGU. The protein sequence of the target gene is MGNSYAGQLKSARFEEALHNSIEASLRCSTAVPRPIFSQLYLDPDQHPFSTADVKPKVEDLDKDLVHPYTQNGSVDFSHNVAMNEMEDDEDEEEMSDSNSPPIPYSQKPAPEGSCTTDGFCQAGKDLRLVSLCMEQIDIPAGFLLVGAKSPNLPEHILVCAVDKRFLPDDHGKNALLGFSGNCIGCGERGFRYFTEFSNHINLKLTTQPKKQKHLKYYLVRTSQGVLSKGPLICWKECRSRQSSALCHSTKPISSVSSAVAPENGTANGYKAGFTVTEAANGTSGHGGKSSSCSSTPSRP.... Result: 0 (no interaction). (2) The miRNA is hsa-miR-6748-5p with sequence UGUGGGUGGGAAGGACUGGAUU. The protein sequence of the target gene is MGKPRQNPSTLVSTLCEAEPKGKLWVNGYAGTQGTRDATLQTRLIPLSFHLQRGKGLAAPLSALSAPRLPERPADGRVAVDAQPAARSMDSDSGEQSEGEPVTAAGPDVFSSKSLALQAQKKILSKIASKTVANMLIDDTSSEIFDELYKVTKEHTHNKKEAHKIMKDLIKVAIKIGILYRNNQFSQEELVIVEKFRKKLNQTAMTIVSFYEVEYTFDRNVLSNLLHECKDLVHELVQRHLTPRTHGRINHVFNHFADVEFLSTLYSLDGDCRPNLKRICEGINKLLDEKVL. Result: 1 (interaction).